The task is: Binary Classification. Given two protein amino acid sequences, predict whether they physically interact or not.. This data is from Human Reference Interactome with 51,813 positive PPI pairs across 8,248 proteins, plus equal number of experimentally-validated negative pairs. (1) Protein 1 (ENSG00000105518) has sequence MEEGGNLGGLIKMVHLLVLSGAWGMQMWVTFVSGFLLFRSLPRHTFGLVQSKLFPFYFHISMGCAFINLCILASQHAWAQLTFWEASQLYLLFLSLTLATVNARWLEPRTTAAMWALQTVEKERGLGGEVPGSHQGPDPYRQLREKDPKYSALRQNFFRYHGLSSLCNLGCVLSNGLCLAGLALEIRSL*MGCAFINLCILASQHAWAQLTFWEASQLYLLFLSLTLATVNARWLEPRTTAAMWALQTVEKERGLGGEVPGSHQGPDPYRQLREKDPKYSALRQNFFRYHGLSSLCNLGC.... Protein 2 (ENSG00000113318) has sequence MSRRKPASGGLAASSSAPARQAVLSRFFQSTGSLKSTSSSTGAADQVDPGAAAAAAAAAAAAPPAPPAPAFPPQLPPHIATEIDRRKKRPLENDGPVKKKVKKVQQKEGGSDLGMSGNSEPKKCLRTRNVSKSLEKLKEFCCDSALPQSRVQTESLQERFAVLPKCTDFDDISLLHAKNAVSSEDSKRQINQKDTTLFDLSQFGSSNTSHENLQKTASKSANKRSKSIYTPLELQYIEMKQQHKDAVLCVECGYKYRFFGEDAEIAARELNIYCHLDHNFMTASIPTHRLFVHVRRLVAK.... Result: 0 (the proteins do not interact). (2) Protein 1 (ENSG00000113272) has sequence MWGACKVKVHDSLATISITLRRYLRLGATMAKSKFEYVRDFEADDTCLAHCWVVVRLDGRNFHRFAEKHNFAKPNDSRALQLMTKCAQTVMEELEDIVIAYGQSDEYSFVFKRKTNWFKRRASKFMTHVASQFASSYVFYWRDYFEDQPLLYPPGFDGRVVVYPSNQTLKDYLSWRQADCHINNLYNTVFWALIQQSGLTPVQAQGRLQGTLAADKNEILFSEFNINYNNELPMYRKGTVLIWQKVDEVMTKEIKLPTEMEGKKMAVTRTRTKPVPLHCDIIGDAFWKEHPEILDEDS*M.... Protein 2 (ENSG00000041353) has sequence MTDGDYDYLIKLLALGDSGVGKTTFLYRYTDNKFNPKFITTVGIDFREKRVVYNAQGPNGSSGKAFKVHLQLWDTAGQERFRSLTTAFFRDAMGFLLMFDLTSQQSFLNVRNWMSQLQANAYCENPDIVLIGNKADLPDQREVNERQARELADKYGIPYFETSAATGQNVEKAVETLLDLIMKRMEQCVEKTQIPDTVNGGNSGNLDGEKPPEKKCIC*MTDGDYDYLIKLLALGDSGVGKTTFLYRYTDNKFNPKFITTVGIDFREKRVVYNAQGPNGSSGKAFKVHLQLWDTAGQERF.... Result: 0 (the proteins do not interact). (3) Protein 1 (ENSG00000273706) has sequence XRPLVDRLEPGELIPNGPFSFYGASRTILLLGRPDGKGGHEIGSKSASRWDWDPRTGCRRAELGLPKGNADLSPTPTWTRIRRQTPRACAPGRRAAKRRPGQPRVRTAVGDARSRGEGGREHSRVKEVKRPRALPGQPGGF*MVHCAGCKRPILDRFLLNVLDRAWHVKCVQCCECKCNLTEKCFSREGKLYCKNDFFRCFGTKCAGCAQGISPSDLVRRARSKVFHLNCFTCMMCNKQLSTGEELYIIDENKFVCKEDYLSNSSVAKENSLHSATTGSDPSLSPDSQDPSQDDAKDSES.... Protein 2 (ENSG00000250254) has sequence MATLIYVDKEIGEPGTRVAAKDVLKLESRPSIKALDGISQVLTRRFGKTYDAPSALPKATRKALGTVNRATEKSVKTNGPRKQKQPSFSAKKMTEKTVKTKSSVPASDDAYPEIEKFFPFNLLDFESFDLPEERQIAHLPLSGVPLMILDEEGELEKLFQLGPPSPVKMPSPPWECNLFAVSFKHSVDPGC*. Result: 0 (the proteins do not interact). (4) Protein 1 (ENSG00000167014) has sequence MFQGQRGWFCGSVSQDLRQFWVAEGGTISDPRAADFLFSCDASHPDTLRIYQSLDYIEDNATVFHAYYLSAVANAKIKNSVALGHFILPPACLQKEIRRKIGSFIWEQDQHFLIEKHDEVTPNEIKTLRENSELATEHKKELSKSPEKHFIRTPVVEKQMYFPLQNYPVNNMVTGYISIDAMKKFLGELHDFIPGTSGYLAYHVQNEINMSAIKNKLKRK*XGWFCGSVSQDLRQFWGRKLSGSSGLGGEGSILLSLMLWVQGA*MFQGQRGWFCGSVSQDLRQFWGRKLSGSSGLGGEG.... Protein 2 (ENSG00000165272) has sequence MGRQKELVSRCGEMLHIRYRLLRQALAECLGTLILVMFGCGSVAQVVLSRGTHGGFLTINLAFGFAVTLGILIAGQVSGAHLNPAVTFAMCFLAREPWIKLPIYTLAQTLGAFLGAGIVFGLYYDAIWHFADNQLFVSGPNGTAGIFATYPSGHLDMINGFFDQFIGTASLIVCVLAIVDPYNNPVPRGLEAFTVGLVVLVIGTSMGFNSGYAVNPARDFGPRLFTALAGWGSAVFTTGQHWWWVPIVSPLLGSIAGVFVYQLMIGCHLEQPPPSNEEENVKLAHVKHKEQI*VSRCGEM.... Result: 0 (the proteins do not interact). (5) Protein 1 (ENSG00000135916) has sequence MVKISFQPAVAGIKGDKADKASASAPAPASATEILLTPAREEQPPQHRSKRGGSVGGVCYLSMGMVVLLMGLVFASVYIYRYFFLAQLARDNFFRCGVLYEDSLSSQVRTQMELEEDVKIYLDENYERINVPVPQFGGGDPADIIHDFQRGLTAYHDISLDKCYVIELNTTIVLPPRNFWELLMNVKRGTYLPQTYIIQEEMVVTEHVSDKEALGSFIYHLCNGKDTYRLRRRATRRRINKRGAKNCNAIRHFENTFVVETLICGVV*MVKISFQPAVAGIKGDKADKASASAPAPASAT.... Protein 2 (ENSG00000122733) has sequence MGVLMSKRQTVEQVQKVSLAVSAFKDGLRDRPSIRRTGELPGSRRGTVEGSVQEVQEEKEAEAGTSVVQEESSAGRAAWERLRDGRGVEPEEFDRTSRFTPPAFIRPTRKLDDDKPPEICLEPREPVVNDEMCDVCEVWTAESLFPCRVCTRVFHDGCLRRMGYIQGDSAAEVTEMAHTETGWSCHYCDNINLLLTEEEMYSLTETFQRCKVIPDCSLTLEDFLRYRHQAAKRGDRDRALSEEQEEQAARQFAALDPEHRGHIEWPDFLSHESLLLLQQLRPQNSLLRLLTVKERERARA.... Result: 0 (the proteins do not interact). (6) Protein 1 (ENSG00000197140) has sequence MFRLWLLLAGLCGLLASRPGFQNSLLQIVIPEKIQTNTNDSSEIEYEQISYIIPIDEKLYTVHLKQRYFLADNFMIYLYNQGSMNTYSSDIQTQCYYQGNIEGYPDSMVTLSTCSGLRGILQFENVSYGIEPLESAVEFQHVLYKLKNEDNDIAIFIDRSLKEQPMDDNIFISEKSEPAVPDLFPLYLEMHIVVDKTLYDYWGSDSMIVTNKVIEIVGLANSMFTQFKVTIVLSSLELWSDENKISTVGEADELLQKFLEWKQSYLNLRPHDIAYLLIYMDYPRYLGAVFPGTMCITRYS.... Protein 2 (ENSG00000188167) has sequence MAIFRQLSLGAKATLAAVTVFVSMIASRSYLAESLELRAWRWLLRLQLALFVNSLLLIGSLYIWRSTVSNLCHSPAAESTCFQLWKVVVLAFLALAHSSFFTMFFLVAEEPYLFSLAAYSCLGAYIIMLFFLFILSGMEQAYQLLAWRSGRVVGSLEKTRKLVLRPALAVGVTAVLSVAGILNAAQPPAVKTVEVPIHQLPASMNNLKIVLLSDIHLGPTVGRTKMEMFVRMVNVLEPDITVIVGDLSDSEASVLRTAVAPLGQLHSHLGAYFVTGNHEYYTSDVSNWFALLESLHVQPL.... Result: 0 (the proteins do not interact).